This data is from Catalyst prediction with 721,799 reactions and 888 catalyst types from USPTO. The task is: Predict which catalyst facilitates the given reaction. (1) Reactant: [CH2:1]([NH:3][C:4]1[C:9]([CH:10]=O)=[C:8]([CH3:12])[N:7]=[C:6]([S:13][CH3:14])[N:5]=1)[CH3:2].[C:15]([CH:20]=P(C1C=CC=CC=1)(C1C=CC=CC=1)C1C=CC=CC=1)([O:17][CH2:18][CH3:19])=[O:16]. Product: [CH2:18]([O:17][C:15](=[O:16])/[CH:20]=[CH:10]/[C:9]1[C:4]([NH:3][CH2:1][CH3:2])=[N:5][C:6]([S:13][CH3:14])=[N:7][C:8]=1[CH3:12])[CH3:19]. The catalyst class is: 1. (2) Reactant: C(OC([N:8]1[CH2:13][CH2:12][CH:11]([C:14]2[CH:19]=[CH:18][C:17]([C:20]3[CH:21]=[N:22][C:23]([NH:26][C:27]4[CH:28]=[N:29][C:30]([C:33]([F:36])([F:35])[F:34])=[CH:31][CH:32]=4)=[CH:24][CH:25]=3)=[CH:16][CH:15]=2)[CH2:10][CH2:9]1)=O)(C)(C)C.Cl. Product: [NH:8]1[CH2:13][CH2:12][CH:11]([C:14]2[CH:15]=[CH:16][C:17]([C:20]3[CH:25]=[CH:24][C:23]([NH:26][C:27]4[CH:28]=[N:29][C:30]([C:33]([F:36])([F:35])[F:34])=[CH:31][CH:32]=4)=[N:22][CH:21]=3)=[CH:18][CH:19]=2)[CH2:10][CH2:9]1. The catalyst class is: 169.